The task is: Predict the reactants needed to synthesize the given product.. This data is from Full USPTO retrosynthesis dataset with 1.9M reactions from patents (1976-2016). (1) Given the product [CH3:1][O:2][C:3]1[CH:4]=[C:5]([CH:17]2[CH2:22][CH2:21][NH:20][CH2:19][CH2:18]2)[CH:6]=[CH:7][C:8]=1[NH:9][C:10](=[O:11])[O:12][C:13]([CH3:15])([CH3:14])[CH3:16], predict the reactants needed to synthesize it. The reactants are: [CH3:1][O:2][C:3]1[CH:4]=[C:5]([C:17]2[CH2:18][CH2:19][N:20](C(OCC3C=CC=CC=3)=O)[CH2:21][CH:22]=2)[CH:6]=[CH:7][C:8]=1[NH:9][C:10]([O:12][C:13]([CH3:16])([CH3:15])[CH3:14])=[O:11]. (2) The reactants are: [CH2:1]([N:3]1[C:7]2=[N:8][C:9]([CH2:26][O:27][CH3:28])=[C:10](/[CH:19]=[CH:20]/[C:21]([O:23]CC)=[O:22])[C:11]([C:12]3[CH:13]=[N:14][CH:15]=[C:16]([CH3:18])[CH:17]=3)=[C:6]2[CH:5]=[N:4]1)[CH3:2].[OH-].[Na+].Cl. Given the product [CH2:1]([N:3]1[C:7]2=[N:8][C:9]([CH2:26][O:27][CH3:28])=[C:10](/[CH:19]=[CH:20]/[C:21]([OH:23])=[O:22])[C:11]([C:12]3[CH:13]=[N:14][CH:15]=[C:16]([CH3:18])[CH:17]=3)=[C:6]2[CH:5]=[N:4]1)[CH3:2], predict the reactants needed to synthesize it. (3) Given the product [Cl:25][C:8]1[C:7]([CH3:26])=[C:6]([C:27](=[O:29])[CH3:28])[C:5]([O:4][CH2:3][CH2:2][N:30]2[CH:34]=[CH:33][N:32]=[CH:31]2)=[C:10]([O:11][CH2:12][CH2:13][CH:14]([C:16]2[CH:21]=[CH:20][C:19]([F:22])=[CH:18][CH:17]=2)[CH3:15])[C:9]=1[O:23][CH3:24], predict the reactants needed to synthesize it. The reactants are: Br[CH2:2][CH2:3][O:4][C:5]1[C:10]([O:11][CH2:12][CH2:13][CH:14]([C:16]2[CH:21]=[CH:20][C:19]([F:22])=[CH:18][CH:17]=2)[CH3:15])=[C:9]([O:23][CH3:24])[C:8]([Cl:25])=[C:7]([CH3:26])[C:6]=1[C:27](=[O:29])[CH3:28].[NH:30]1[CH:34]=[CH:33][N:32]=[CH:31]1.